This data is from Reaction yield outcomes from USPTO patents with 853,638 reactions. The task is: Predict the reaction yield, written as a fraction of the theoretical maximum amount of product (1.0 means a 100% yield; for example, 0.34 means a 34% yield). (1) The reactants are [CH:1]([N:4]([CH:14]([CH3:16])[CH3:15])[C:5](=[O:13])[C:6]1[CH:11]=[CH:10][C:9](I)=[CH:8][CH:7]=1)([CH3:3])[CH3:2].[Li]CCCC.[F:22][C:23]1[CH:30]=[CH:29][C:26]([CH:27]=[O:28])=[CH:25][C:24]=1[O:31][CH3:32].[NH4+].[Cl-]. The catalyst is C1COCC1. The product is [F:22][C:23]1[CH:30]=[CH:29][C:26]([CH:27]([OH:28])[C:9]2[CH:10]=[CH:11][C:6]([C:5]([N:4]([CH:14]([CH3:16])[CH3:15])[CH:1]([CH3:3])[CH3:2])=[O:13])=[CH:7][CH:8]=2)=[CH:25][C:24]=1[O:31][CH3:32]. The yield is 0.600. (2) The reactants are [C:1]([O:5][C:6](=[O:21])[NH:7][CH2:8][CH2:9][CH2:10][O:11][C:12]1[CH:17]=[CH:16][C:15]([N+:18]([O-])=O)=[CH:14][CH:13]=1)([CH3:4])([CH3:3])[CH3:2].O.[Cl-].[NH4+]. The catalyst is CO.[Zn]. The product is [C:1]([O:5][C:6](=[O:21])[NH:7][CH2:8][CH2:9][CH2:10][O:11][C:12]1[CH:13]=[CH:14][C:15]([NH2:18])=[CH:16][CH:17]=1)([CH3:4])([CH3:2])[CH3:3]. The yield is 0.790. (3) The reactants are [CH3:1][O:2][C:3]([C:5]1[CH:6]=[CH:7][C:8]2[CH:12]=[C:11]([C:13]3[CH:18]=[CH:17][C:16]([O:19]C)=[CH:15][CH:14]=3)[S:10][C:9]=2[CH:21]=1)=[O:4].B(Br)(Br)Br. The catalyst is ClCCl. The product is [CH3:1][O:2][C:3]([C:5]1[CH:6]=[CH:7][C:8]2[CH:12]=[C:11]([C:13]3[CH:18]=[CH:17][C:16]([OH:19])=[CH:15][CH:14]=3)[S:10][C:9]=2[CH:21]=1)=[O:4]. The yield is 0.120. (4) The reactants are [F:1][C:2]1[CH:26]=[CH:25][C:5]([CH2:6][N:7]2[C@@H:11]([CH3:12])[CH2:10][N:9]([C:13]3[S:14][C:15]([C:19]([O:21]CC)=[O:20])=[C:16]([CH3:18])[N:17]=3)[C:8]2=[O:24])=[CH:4][CH:3]=1.[OH-].[Li+].Cl. The catalyst is O1CCCC1.O. The product is [F:1][C:2]1[CH:3]=[CH:4][C:5]([CH2:6][N:7]2[C@@H:11]([CH3:12])[CH2:10][N:9]([C:13]3[S:14][C:15]([C:19]([OH:21])=[O:20])=[C:16]([CH3:18])[N:17]=3)[C:8]2=[O:24])=[CH:25][CH:26]=1. The yield is 0.690. (5) The reactants are [Cl:1][CH2:2][CH:3]1[CH2:5][O:4]1.[C:6]1([CH:12]([C:14]2[CH:19]=[CH:18][CH:17]=[CH:16][CH:15]=2)[NH2:13])[CH:11]=[CH:10][CH:9]=[CH:8][CH:7]=1. The catalyst is CO. The product is [CH:12]([NH:13][CH2:5][CH:3]([OH:4])[CH2:2][Cl:1])([C:14]1[CH:15]=[CH:16][CH:17]=[CH:18][CH:19]=1)[C:6]1[CH:11]=[CH:10][CH:9]=[CH:8][CH:7]=1. The yield is 0.730.